The task is: Regression/Classification. Given a drug SMILES string, predict its absorption, distribution, metabolism, or excretion properties. Task type varies by dataset: regression for continuous measurements (e.g., permeability, clearance, half-life) or binary classification for categorical outcomes (e.g., BBB penetration, CYP inhibition). Dataset: cyp2c9_veith.. This data is from CYP2C9 inhibition data for predicting drug metabolism from PubChem BioAssay. The drug is CN(CC(=O)O/N=C(\N)c1ccccn1)S(=O)(=O)c1ccccc1. The result is 0 (non-inhibitor).